This data is from Catalyst prediction with 721,799 reactions and 888 catalyst types from USPTO. The task is: Predict which catalyst facilitates the given reaction. (1) Product: [Cl:15][C:11]1[CH:10]=[C:9]([NH:8][C:6]2[CH:5]=[CH:4][N:3]=[C:2]([NH:22][C:21]3[CH:23]=[CH:24][C:18]([C:17]([F:16])([F:25])[F:26])=[CH:19][CH:20]=3)[N:7]=2)[CH:14]=[CH:13][CH:12]=1. The catalyst class is: 41. Reactant: Cl[C:2]1[N:7]=[C:6]([NH:8][C:9]2[CH:14]=[CH:13][CH:12]=[C:11]([Cl:15])[CH:10]=2)[CH:5]=[CH:4][N:3]=1.[F:16][C:17]([F:26])([F:25])[C:18]1[CH:24]=[CH:23][C:21]([NH2:22])=[CH:20][CH:19]=1.FC(F)(F)C(O)=O. (2) Reactant: [NH:1]1[CH:5]=[C:4]([CH:6]=[O:7])[CH:3]=[N:2]1.[C:8]([O:12][C:13](O[C:13]([O:12][C:8]([CH3:11])([CH3:10])[CH3:9])=[O:14])=[O:14])([CH3:11])([CH3:10])[CH3:9].[OH-].C[N+](C)(C)C.[Cl-].[Na+]. Product: [C:8]([O:12][C:13]([N:1]1[CH:5]=[C:4]([CH:6]=[O:7])[CH:3]=[N:2]1)=[O:14])([CH3:11])([CH3:10])[CH3:9]. The catalyst class is: 10. (3) Reactant: [OH:1][C:2]1[CH:3]=[CH:4][C:5]2[CH2:6][C@H:7]3[N:18]([C:19]([O:21][CH2:22][C:23]4[CH:28]=[CH:27][CH:26]=[CH:25][CH:24]=4)=[O:20])[CH2:17][CH2:16][C@@:13]4([C:14]=2[CH:15]=1)[C@H:8]3[CH2:9][CH2:10][CH2:11][CH2:12]4.C(=O)([O-])[O-].[Cs+].[Cs+].[C:35]([O:41][CH2:42]I)(=[O:40])[C:36]([CH3:39])([CH3:38])[CH3:37]. Product: [C:35]([O:41][CH2:42][O:1][C:2]1[CH:3]=[CH:4][C:5]2[CH2:6][C@H:7]3[N:18]([C:19]([O:21][CH2:22][C:23]4[CH:28]=[CH:27][CH:26]=[CH:25][CH:24]=4)=[O:20])[CH2:17][CH2:16][C@@:13]4([C:14]=2[CH:15]=1)[C@H:8]3[CH2:9][CH2:10][CH2:11][CH2:12]4)(=[O:40])[C:36]([CH3:39])([CH3:38])[CH3:37]. The catalyst class is: 21. (4) Product: [Cl:1][C:2]1[CH:3]=[C:4]([O:17][CH2:18][C:19]2[C:20]([F:26])=[CH:21][CH:22]=[CH:23][C:24]=2[F:25])[C:5]2[N:6]([C:8]([C:12]([OH:14])=[O:13])=[C:9]([CH3:11])[N:10]=2)[CH:7]=1. Reactant: [Cl:1][C:2]1[CH:3]=[C:4]([O:17][CH2:18][C:19]2[C:24]([F:25])=[CH:23][CH:22]=[CH:21][C:20]=2[F:26])[C:5]2[N:6]([C:8]([C:12]([O:14]CC)=[O:13])=[C:9]([CH3:11])[N:10]=2)[CH:7]=1.[OH-].[Li+].Cl. The catalyst class is: 36. (5) Reactant: Cl.C([O:6][C:7](=[O:21])[CH2:8][O:9][C:10]1[C:19]2[CH2:18][CH2:17][CH2:16][C@@H:15]([NH2:20])[C:14]=2[CH:13]=[CH:12][CH:11]=1)(C)(C)C.C(N(CC)C(C)C)(C)C.[Cl:31][C:32]1[CH:33]=[C:34]([S:39](Cl)(=[O:41])=[O:40])[CH:35]=[C:36]([Cl:38])[CH:37]=1.[OH-].[Li+]. Product: [Cl:38][C:36]1[CH:35]=[C:34]([S:39]([NH:20][C@@H:15]2[CH2:16][CH2:17][CH2:18][C:19]3[C:10]([O:9][CH2:8][C:7]([OH:6])=[O:21])=[CH:11][CH:12]=[CH:13][C:14]2=3)(=[O:40])=[O:41])[CH:33]=[C:32]([Cl:31])[CH:37]=1. The catalyst class is: 7. (6) Reactant: [C:1]([O:5][C:6]([NH:8][C:9]1[CH:17]=[CH:16][C:12]([C:13]([OH:15])=O)=[CH:11][CH:10]=1)=[O:7])([CH3:4])([CH3:3])[CH3:2].C1C=CC2N(O)N=NC=2C=1.CCN=C=NCCCN(C)C.CCN(C(C)C)C(C)C.[CH3:48][C:49]12[CH2:56][CH:53]([NH:54][CH2:55]1)[CH2:52][C:51]([CH3:58])([CH3:57])[CH2:50]2. Product: [C:1]([O:5][C:6](=[O:7])[NH:8][C:9]1[CH:10]=[CH:11][C:12]([C:13]([N:54]2[CH2:55][C:49]3([CH3:48])[CH2:56][CH:53]2[CH2:52][C:51]([CH3:58])([CH3:57])[CH2:50]3)=[O:15])=[CH:16][CH:17]=1)([CH3:2])([CH3:3])[CH3:4]. The catalyst class is: 1. (7) Reactant: [CH:1]1([NH:5][N:6]2[C:15]3[C:10](=[CH:11][CH:12]=[CH:13][CH:14]=3)[C:9]([OH:16])=[CH:8][C:7]2=[O:17])[CH2:4][CH2:3][CH2:2]1.S(OC)(O[C:22](SC)([S:25][CH3:26])[S:23][CH3:24])(=O)=O.N1C=CC=CC=1. Product: [CH3:24][S:23][C:22]([S:25][CH3:26])=[C:8]1[C:9](=[O:16])[C:10]2[C:15](=[CH:14][CH:13]=[CH:12][CH:11]=2)[N:6]([NH:5][CH:1]2[CH2:2][CH2:3][CH2:4]2)[C:7]1=[O:17]. The catalyst class is: 12.